Dataset: Full USPTO retrosynthesis dataset with 1.9M reactions from patents (1976-2016). Task: Predict the reactants needed to synthesize the given product. (1) Given the product [Cl:1][C:2]1[CH:3]=[C:4]([C:8]2[CH:9]=[C:10]3[C:15](=[O:16])[NH:14][CH2:13][CH:12]([CH2:17][NH:18][C:19]([NH:21][CH2:17][CH:12]4[N:11]5[CH:24]=[C:8]([C:4]6[CH:5]=[CH:6][CH:7]=[C:2]([Cl:1])[CH:3]=6)[CH:9]=[C:10]5[C:15](=[O:25])[NH:14][CH2:13]4)=[O:20])[N:11]3[CH:24]=2)[CH:5]=[CH:6][CH:7]=1, predict the reactants needed to synthesize it. The reactants are: [Cl:1][C:2]1[CH:3]=[C:4]([C:8]2[CH:9]=[C:10]3[C:15](=[O:16])[NH:14][CH2:13][CH:12]([CH2:17][NH:18][C:19]([N:21]=[N+]=[N-])=[O:20])[N:11]3[CH:24]=2)[CH:5]=[CH:6][CH:7]=1.[OH-:25].[Na+]. (2) Given the product [CH3:14][C:15]1[CH:20]=[CH:19][C:18]([S:21]([NH:7][C:6]2[N:2]([CH3:1])[N:3]=[C:4]([C:8]3[CH:9]=[CH:10][CH:11]=[CH:12][CH:13]=3)[N:5]=2)(=[O:23])=[O:22])=[CH:17][CH:16]=1, predict the reactants needed to synthesize it. The reactants are: [CH3:1][N:2]1[C:6]([NH2:7])=[N:5][C:4]([C:8]2[CH:13]=[CH:12][CH:11]=[CH:10][CH:9]=2)=[N:3]1.[CH3:14][C:15]1[CH:20]=[CH:19][C:18]([S:21](Cl)(=[O:23])=[O:22])=[CH:17][CH:16]=1.